This data is from NCI-60 drug combinations with 297,098 pairs across 59 cell lines. The task is: Regression. Given two drug SMILES strings and cell line genomic features, predict the synergy score measuring deviation from expected non-interaction effect. (1) Drug 1: C1=CC(=CC=C1CCC2=CNC3=C2C(=O)NC(=N3)N)C(=O)NC(CCC(=O)O)C(=O)O. Drug 2: CCCCC(=O)OCC(=O)C1(CC(C2=C(C1)C(=C3C(=C2O)C(=O)C4=C(C3=O)C=CC=C4OC)O)OC5CC(C(C(O5)C)O)NC(=O)C(F)(F)F)O. Cell line: SF-268. Synergy scores: CSS=20.1, Synergy_ZIP=-5.97, Synergy_Bliss=-1.43, Synergy_Loewe=-0.623, Synergy_HSA=0.184. (2) Drug 1: CC1C(C(CC(O1)OC2CC(CC3=C2C(=C4C(=C3O)C(=O)C5=C(C4=O)C(=CC=C5)OC)O)(C(=O)C)O)N)O.Cl. Drug 2: CC(C)(C#N)C1=CC(=CC(=C1)CN2C=NC=N2)C(C)(C)C#N. Cell line: TK-10. Synergy scores: CSS=22.0, Synergy_ZIP=-5.18, Synergy_Bliss=-2.73, Synergy_Loewe=-3.76, Synergy_HSA=-3.86. (3) Drug 1: C1CC(=O)NC(=O)C1N2CC3=C(C2=O)C=CC=C3N. Drug 2: C1=NC2=C(N1)C(=S)N=CN2. Cell line: HCC-2998. Synergy scores: CSS=7.73, Synergy_ZIP=-9.58, Synergy_Bliss=-13.1, Synergy_Loewe=-40.7, Synergy_HSA=-13.7. (4) Cell line: UO-31. Synergy scores: CSS=10.4, Synergy_ZIP=-3.59, Synergy_Bliss=-0.505, Synergy_Loewe=-7.06, Synergy_HSA=-1.71. Drug 1: CC1C(C(=O)NC(C(=O)N2CCCC2C(=O)N(CC(=O)N(C(C(=O)O1)C(C)C)C)C)C(C)C)NC(=O)C3=C4C(=C(C=C3)C)OC5=C(C(=O)C(=C(C5=N4)C(=O)NC6C(OC(=O)C(N(C(=O)CN(C(=O)C7CCCN7C(=O)C(NC6=O)C(C)C)C)C)C(C)C)C)N)C. Drug 2: CC1CCC2CC(C(=CC=CC=CC(CC(C(=O)C(C(C(=CC(C(=O)CC(OC(=O)C3CCCCN3C(=O)C(=O)C1(O2)O)C(C)CC4CCC(C(C4)OC)OCCO)C)C)O)OC)C)C)C)OC. (5) Drug 1: C1=C(C(=O)NC(=O)N1)N(CCCl)CCCl. Drug 2: CCN(CC)CCCC(C)NC1=C2C=C(C=CC2=NC3=C1C=CC(=C3)Cl)OC. Cell line: COLO 205. Synergy scores: CSS=57.3, Synergy_ZIP=0.0376, Synergy_Bliss=-2.45, Synergy_Loewe=2.96, Synergy_HSA=4.96. (6) Drug 1: CC12CCC(CC1=CCC3C2CCC4(C3CC=C4C5=CN=CC=C5)C)O. Drug 2: CC(C)NC(=O)C1=CC=C(C=C1)CNNC.Cl. Cell line: NCI-H226. Synergy scores: CSS=-3.52, Synergy_ZIP=1.02, Synergy_Bliss=-1.79, Synergy_Loewe=-7.84, Synergy_HSA=-5.71. (7) Drug 1: CC(CN1CC(=O)NC(=O)C1)N2CC(=O)NC(=O)C2. Drug 2: C1=CC(=CC=C1CCCC(=O)O)N(CCCl)CCCl. Cell line: MDA-MB-231. Synergy scores: CSS=25.9, Synergy_ZIP=-5.71, Synergy_Bliss=0.299, Synergy_Loewe=2.85, Synergy_HSA=4.65. (8) Drug 1: CN1C(=O)N2C=NC(=C2N=N1)C(=O)N. Drug 2: B(C(CC(C)C)NC(=O)C(CC1=CC=CC=C1)NC(=O)C2=NC=CN=C2)(O)O. Cell line: BT-549. Synergy scores: CSS=9.38, Synergy_ZIP=-2.47, Synergy_Bliss=-6.16, Synergy_Loewe=-54.2, Synergy_HSA=-9.45. (9) Drug 1: CC1=C(C=C(C=C1)NC2=NC=CC(=N2)N(C)C3=CC4=NN(C(=C4C=C3)C)C)S(=O)(=O)N.Cl. Drug 2: C1=NC2=C(N=C(N=C2N1C3C(C(C(O3)CO)O)F)Cl)N. Cell line: SK-MEL-5. Synergy scores: CSS=23.9, Synergy_ZIP=-2.05, Synergy_Bliss=-4.80, Synergy_Loewe=-45.0, Synergy_HSA=-6.43. (10) Drug 1: CN1C(=O)N2C=NC(=C2N=N1)C(=O)N. Drug 2: C#CCC(CC1=CN=C2C(=N1)C(=NC(=N2)N)N)C3=CC=C(C=C3)C(=O)NC(CCC(=O)O)C(=O)O. Cell line: SNB-19. Synergy scores: CSS=53.5, Synergy_ZIP=1.89, Synergy_Bliss=-0.293, Synergy_Loewe=-30.9, Synergy_HSA=-0.672.